From a dataset of Catalyst prediction with 721,799 reactions and 888 catalyst types from USPTO. Predict which catalyst facilitates the given reaction. (1) Reactant: [CH3:1][C:2]([CH3:21])([CH3:20])[C:3]([C:5]1[C:13]2[C:8](=[CH:9][C:10]([O:14][CH3:15])=[CH:11][CH:12]=2)[N:7]([CH2:16][C:17](O)=[O:18])[N:6]=1)=[O:4].C1C=CC2N(O)N=NC=2C=1.Cl.[CH2:33]([NH:35][CH2:36][C:37]([CH3:40])([CH3:39])[CH3:38])[CH3:34].CCN(C(C)C)C(C)C. Product: [CH3:21][C:2]([CH3:20])([CH3:1])[C:3]([C:5]1[C:13]2[C:8](=[CH:9][C:10]([O:14][CH3:15])=[CH:11][CH:12]=2)[N:7]([CH2:16][C:17]([N:35]([CH2:36][C:37]([CH3:40])([CH3:39])[CH3:38])[CH2:33][CH3:34])=[O:18])[N:6]=1)=[O:4]. The catalyst class is: 607. (2) Reactant: [N:1]1([C:7]2[CH:28]=[CH:27][C:10]([NH:11][C:12]3[N:17]=[C:16]([C:18]4[N:22]([CH:23]([CH3:25])[CH3:24])[C:21]([CH3:26])=[N:20][CH:19]=4)[CH:15]=[CH:14][N:13]=3)=[CH:9][CH:8]=2)[CH2:6][CH2:5][NH:4][CH2:3][CH2:2]1.C(N(CC)CC)C.Cl[CH2:37][CH2:38][S:39](Cl)(=[O:41])=[O:40].CO.C(Cl)Cl. Product: [CH:38]([S:39]([N:4]1[CH2:5][CH2:6][N:1]([C:7]2[CH:28]=[CH:27][C:10]([NH:11][C:12]3[N:17]=[C:16]([C:18]4[N:22]([CH:23]([CH3:25])[CH3:24])[C:21]([CH3:26])=[N:20][CH:19]=4)[CH:15]=[CH:14][N:13]=3)=[CH:9][CH:8]=2)[CH2:2][CH2:3]1)(=[O:41])=[O:40])=[CH2:37]. The catalyst class is: 2.